From a dataset of Catalyst prediction with 721,799 reactions and 888 catalyst types from USPTO. Predict which catalyst facilitates the given reaction. (1) Reactant: [C:1]([N:8]1[CH2:15][C@H:14]([OH:16])[CH2:13][C@H:9]1[C:10]([OH:12])=[O:11])([O:3][C:4]([CH3:7])([CH3:6])[CH3:5])=[O:2].[C:17]1([C:23]([C:26]2[CH:31]=[CH:30][CH:29]=[CH:28][CH:27]=2)=[N+]=[N-])[CH:22]=[CH:21][CH:20]=[CH:19][CH:18]=1. Product: [C:17]1([CH:23]([O:11][C:10](=[O:12])[C@@H:9]2[CH2:13][C@@H:14]([OH:16])[CH2:15][N:8]2[C:1]([O:3][C:4]([CH3:7])([CH3:6])[CH3:5])=[O:2])[C:26]2[CH:27]=[CH:28][CH:29]=[CH:30][CH:31]=2)[CH:22]=[CH:21][CH:20]=[CH:19][CH:18]=1. The catalyst class is: 13. (2) Reactant: [CH3:1][C:2]1[N:6]=[C:5]([CH3:7])[S:4][C:3]=1/[CH:8]=[CH:9]/[C:10](N(C)C)=O.[CH3:15][C:16]1[CH:17]=[C:18]([NH:28][C:29]([NH2:31])=[NH:30])[CH:19]=[CH:20][C:21]=1[N:22]1[CH2:27][CH2:26][O:25][CH2:24][CH2:23]1. Product: [CH3:7][C:5]1[S:4][C:3]([C:8]2[CH:9]=[CH:10][N:31]=[C:29]([NH:28][C:18]3[CH:19]=[CH:20][C:21]([N:22]4[CH2:23][CH2:24][O:25][CH2:26][CH2:27]4)=[C:16]([CH3:15])[CH:17]=3)[N:30]=2)=[C:2]([CH3:1])[N:6]=1. The catalyst class is: 23.